This data is from Full USPTO retrosynthesis dataset with 1.9M reactions from patents (1976-2016). The task is: Predict the reactants needed to synthesize the given product. Given the product [C:41]([C:38]1[N:39]=[N:40][C:35]([N:22]2[CH2:23][CH2:24][CH:20]([C:16]3[CH:17]=[C:18]4[C:13](=[CH:14][CH:15]=3)[NH:12][C:11]([C:9]([NH:8][C:4]3[CH:5]=[N:6][CH:7]=[C:2]([F:1])[CH:3]=3)=[O:10])=[CH:19]4)[CH2:21]2)=[CH:36][CH:37]=1)#[N:42], predict the reactants needed to synthesize it. The reactants are: [F:1][C:2]1[CH:3]=[C:4]([NH:8][C:9]([C:11]2[NH:12][C:13]3[C:18]([CH:19]=2)=[CH:17][C:16]([CH:20]2[CH2:24][CH2:23][NH:22][CH2:21]2)=[CH:15][CH:14]=3)=[O:10])[CH:5]=[N:6][CH:7]=1.C(N(CC)C(C)C)(C)C.Cl[C:35]1[N:40]=[N:39][C:38]([C:41]#[N:42])=[CH:37][CH:36]=1.